From a dataset of Peptide-MHC class I binding affinity with 185,985 pairs from IEDB/IMGT. Regression. Given a peptide amino acid sequence and an MHC pseudo amino acid sequence, predict their binding affinity value. This is MHC class I binding data. (1) The peptide sequence is TILATLNTL. The binding affinity (normalized) is 0.0921. The MHC is HLA-A68:02 with pseudo-sequence HLA-A68:02. (2) The peptide sequence is REWSGLNYL. The MHC is BoLA-HD6 with pseudo-sequence BoLA-HD6. The binding affinity (normalized) is 0.438. (3) The peptide sequence is SEIDLILGY. The MHC is HLA-A26:01 with pseudo-sequence HLA-A26:01. The binding affinity (normalized) is 0.0161. (4) The MHC is HLA-A69:01 with pseudo-sequence HLA-A69:01. The binding affinity (normalized) is 0.0847. The peptide sequence is GALSRRYPH. (5) The peptide sequence is MSRVRISLIY. The MHC is HLA-A68:01 with pseudo-sequence HLA-A68:01. The binding affinity (normalized) is 0.485. (6) The peptide sequence is KLPSDYFPSV. The MHC is HLA-A02:03 with pseudo-sequence HLA-A02:03. The binding affinity (normalized) is 0.757. (7) The peptide sequence is SVPEPAAGI. The MHC is HLA-A31:01 with pseudo-sequence HLA-A31:01. The binding affinity (normalized) is 0.0847. (8) The peptide sequence is KMYWITRSK. The MHC is HLA-A25:01 with pseudo-sequence HLA-A25:01. The binding affinity (normalized) is 0.0847. (9) The peptide sequence is ATVANVFLY. The MHC is HLA-A24:02 with pseudo-sequence HLA-A24:02. The binding affinity (normalized) is 0. (10) The peptide sequence is TYPVLEEMF. The MHC is HLA-B40:02 with pseudo-sequence HLA-B40:02. The binding affinity (normalized) is 0.